From a dataset of Forward reaction prediction with 1.9M reactions from USPTO patents (1976-2016). Predict the product of the given reaction. Given the reactants [Cl:1][C:2]1[CH:7]=[CH:6][CH:5]=[CH:4][C:3]=1[CH:8]1[CH2:13][CH2:12][CH2:11][CH2:10][C:9]1=[O:14].[Br:15]Br, predict the reaction product. The product is: [Br:15][CH:10]1[C:9](=[O:14])[CH:8]([C:3]2[CH:4]=[CH:5][CH:6]=[CH:7][C:2]=2[Cl:1])[CH2:13][CH2:12][CH2:11]1.